Predict which catalyst facilitates the given reaction. From a dataset of Catalyst prediction with 721,799 reactions and 888 catalyst types from USPTO. (1) Reactant: [Cl:1][C:2]1[CH:7]=[CH:6][C:5](I)=[C:4]([O:9][CH3:10])[CH:3]=1.[NH:11]1[CH:15]=[CH:14][N:13]=[CH:12]1.C([O-])([O-])=O.[Cs+].[Cs+]. Product: [Cl:1][C:2]1[CH:7]=[CH:6][C:5]([N:11]2[CH:15]=[CH:14][N:13]=[CH:12]2)=[C:4]([O:9][CH3:10])[CH:3]=1. The catalyst class is: 185. (2) Product: [CH3:16][N:5]1[CH2:4][C:3]2=[C:13]3[C:7](=[CH:8][S:9][C:10]3=[CH:11][CH:12]=[C:2]2[C:18]#[N:19])[S:6]1(=[O:15])=[O:14]. Reactant: Br[C:2]1[CH:12]=[CH:11][C:10]2=[C:13]3[C:3]=1[CH2:4][N:5]([CH3:16])[S:6](=[O:15])(=[O:14])[C:7]3=[CH:8][S:9]2.[Cu][C:18]#[N:19].N1C=CC=CC=1.N. The catalyst class is: 316. (3) Product: [F:29][C:28]([F:31])([F:30])[S:25]([O:14][C:11]1[C:10]([C:15]#[N:16])=[C:9]([C:3]2[CH:4]=[CH:5][C:6]([CH3:8])=[CH:7][C:2]=2[F:1])[S:13][N:12]=1)(=[O:26])=[O:24]. Reactant: [F:1][C:2]1[CH:7]=[C:6]([CH3:8])[CH:5]=[CH:4][C:3]=1[C:9]1[S:13][N:12]=[C:11]([OH:14])[C:10]=1[C:15]#[N:16].C(N(CC)CC)C.[O:24](S(C(F)(F)F)(=O)=O)[S:25]([C:28]([F:31])([F:30])[F:29])(=O)=[O:26]. The catalyst class is: 4. (4) Reactant: C[O:2][C:3](=[O:32])[C@H:4]([CH2:28][CH2:29][S:30][CH3:31])[NH:5][C:6](=[O:27])[C:7]1[CH:12]=[CH:11][C:10]([CH2:13][S:14][C:15]2[CH:16]=[N:17][CH:18]=[CH:19][CH:20]=2)=[CH:9][C:8]=1[C:21]1[CH:26]=[CH:25][CH:24]=[CH:23][CH:22]=1. Product: [N:17]1[CH:18]=[CH:19][CH:20]=[C:15]([S:14][CH2:13][C:10]2[CH:11]=[CH:12][C:7]([C:6]([NH:5][C@H:4]([C:3]([OH:32])=[O:2])[CH2:28][CH2:29][S:30][CH3:31])=[O:27])=[C:8]([C:21]3[CH:22]=[CH:23][CH:24]=[CH:25][CH:26]=3)[CH:9]=2)[CH:16]=1. The catalyst class is: 425. (5) Reactant: [Cl:1][C:2]1[N:7]=[CH:6][C:5]([C:8]2[CH:20]=[CH:19][C:11]3[N:12]=[C:13]([NH:15]C(=O)C)[S:14][C:10]=3[CH:9]=2)=[CH:4][C:3]=1[N:21]([CH3:23])[CH3:22].[OH-].[Na+].Cl. Product: [Cl:1][C:2]1[N:7]=[CH:6][C:5]([C:8]2[CH:20]=[CH:19][C:11]3[N:12]=[C:13]([NH2:15])[S:14][C:10]=3[CH:9]=2)=[CH:4][C:3]=1[N:21]([CH3:23])[CH3:22]. The catalyst class is: 5. (6) Reactant: [Br:1][C:2]1[C:3]([CH3:11])=[C:4]([CH:8]=[CH:9][CH:10]=1)[C:5](O)=O.C[N:13](C)C=O. Product: [Br:1][C:2]1[C:3]([CH3:11])=[C:4]([CH:8]=[CH:9][CH:10]=1)[C:5]#[N:13]. The catalyst class is: 309. (7) Reactant: [CH2:1]([C:5]1[N:6]=[C:7]([CH3:27])[NH:8][C:9](=[O:26])[C:10]=1[CH2:11][C:12]1[CH:17]=[CH:16][C:15]([C:18]2[C:19]([C:24]#[N:25])=[CH:20][CH:21]=[CH:22][CH:23]=2)=[CH:14][CH:13]=1)[CH2:2][CH2:3][CH3:4].C(=O)([O-])[O-].[K+].[K+].Cl.Cl[CH2:36][C:37]1[CH:46]=[CH:45][C:44]2[C:39](=[CH:40][CH:41]=[CH:42][CH:43]=2)[N:38]=1. Product: [CH2:1]([C:5]1[N:6]=[C:7]([CH3:27])[N:8]([CH2:36][C:37]2[CH:46]=[CH:45][C:44]3[C:39](=[CH:40][CH:41]=[CH:42][CH:43]=3)[N:38]=2)[C:9](=[O:26])[C:10]=1[CH2:11][C:12]1[CH:17]=[CH:16][C:15]([C:18]2[C:19]([C:24]#[N:25])=[CH:20][CH:21]=[CH:22][CH:23]=2)=[CH:14][CH:13]=1)[CH2:2][CH2:3][CH3:4]. The catalyst class is: 9. (8) Reactant: C(O)(C(F)(F)F)=O.C(OC([N:15]1[CH2:20][CH2:19][CH2:18][C:17]([CH3:24])([C:21]([OH:23])=[O:22])[CH2:16]1)=O)(C)(C)C. Product: [CH3:24][C:17]1([C:21]([OH:23])=[O:22])[CH2:18][CH2:19][CH2:20][NH:15][CH2:16]1. The catalyst class is: 2. (9) Reactant: [C:1]([O-:4])(=O)[CH3:2].[Na+].C([O-])(=O)C.[NH4+:10].[CH2:11]([O:18][C:19]1[CH:24]=[CH:23][C:22]([C:25](=O)[CH:26](Br)[C:27]2[CH:32]=[CH:31][N:30]=[CH:29][CH:28]=2)=[CH:21][CH:20]=1)[C:12]1[CH:17]=[CH:16][CH:15]=[CH:14][CH:13]=1. Product: [CH2:11]([O:18][C:19]1[CH:24]=[CH:23][C:22]([C:25]2[N:10]=[C:1]([CH3:2])[O:4][C:26]=2[C:27]2[CH:32]=[CH:31][N:30]=[CH:29][CH:28]=2)=[CH:21][CH:20]=1)[C:12]1[CH:17]=[CH:16][CH:15]=[CH:14][CH:13]=1. The catalyst class is: 15. (10) Reactant: [Cl:1][C:2]1[CH:3]=[C:4](OS(C2C=CC(C)=CC=2)(=O)=O)[CH:5]=[C:6]([F:8])[CH:7]=1.[CH:20]#[C:21][CH2:22][CH2:23][CH2:24][CH2:25][CH3:26]. Product: [Cl:1][C:2]1[CH:3]=[C:4]([C:20]#[C:21][CH2:22][CH2:23][CH2:24][CH2:25][CH3:26])[CH:5]=[C:6]([F:8])[CH:7]=1. The catalyst class is: 194.